From a dataset of Forward reaction prediction with 1.9M reactions from USPTO patents (1976-2016). Predict the product of the given reaction. (1) Given the reactants [N:1]1[CH:6]=[CH:5][CH:4]=[CH:3][C:2]=1[CH:7]=O.[CH3:9][O:10][C:11]1[CH:12]=[C:13]([CH:15]=[CH:16][CH:17]=1)[NH2:14], predict the reaction product. The product is: [CH3:9][O:10][C:11]1[CH:12]=[C:13]([CH:15]=[CH:16][CH:17]=1)[N:14]=[CH:7][C:2]1[CH:3]=[CH:4][CH:5]=[CH:6][N:1]=1. (2) Given the reactants [C:1]([O:4][CH2:5][C:6]1[C:11](B2OC(C)(C)C(C)(C)O2)=[CH:10][CH:9]=[CH:8][C:7]=1[N:21]1[CH2:33][CH2:32][N:24]2[C:25]3[CH2:26][CH2:27][CH2:28][CH2:29][C:30]=3[CH:31]=[C:23]2[C:22]1=[O:34])(=[O:3])[CH3:2].Br[C:36]1[CH:37]=[C:38]([NH:44][C:45]2[CH:50]=[CH:49][C:48]([F:51])=[CH:47][N:46]=2)[C:39](=[O:43])[N:40]([CH3:42])[CH:41]=1.CC([O-])=O.[Na+], predict the reaction product. The product is: [C:1]([O:4][CH2:5][C:6]1[C:7]([N:21]2[CH2:33][CH2:32][N:24]3[C:25]4[CH2:26][CH2:27][CH2:28][CH2:29][C:30]=4[CH:31]=[C:23]3[C:22]2=[O:34])=[CH:8][CH:9]=[CH:10][C:11]=1[C:36]1[CH:37]=[C:38]([NH:44][C:45]2[CH:50]=[CH:49][C:48]([F:51])=[CH:47][N:46]=2)[C:39](=[O:43])[N:40]([CH3:42])[CH:41]=1)(=[O:3])[CH3:2].